From a dataset of Catalyst prediction with 721,799 reactions and 888 catalyst types from USPTO. Predict which catalyst facilitates the given reaction. (1) Reactant: [Cl:1][C:2]1[CH:3]=[C:4]2[C:9](=[CH:10][C:11]=1[OH:12])[O:8][CH:7]([C:13]([F:16])([F:15])[F:14])[C:6]([C:17]([O:19][CH2:20][CH3:21])=[O:18])=[CH:5]2.C(=O)([O-])[O-].[K+].[K+].Cl[C:29]1[N:34]=[CH:33][C:32]([CH2:35][CH3:36])=[CH:31][N:30]=1.CCOC(C)=O. Product: [Cl:1][C:2]1[CH:3]=[C:4]2[C:9](=[CH:10][C:11]=1[O:12][C:29]1[N:34]=[CH:33][C:32]([CH2:35][CH3:36])=[CH:31][N:30]=1)[O:8][CH:7]([C:13]([F:16])([F:15])[F:14])[C:6]([C:17]([O:19][CH2:20][CH3:21])=[O:18])=[CH:5]2. The catalyst class is: 3. (2) Reactant: [NH2:1][C:2]1[CH:11]=[C:10]([C:12]([O:14][CH3:15])=[O:13])[CH:9]=[CH:8][C:3]=1[C:4]([O:6]C)=O.[C:16](#[N:18])[CH3:17]. Product: [CH3:17][C:16]1[NH:18][C:4](=[O:6])[C:3]2[C:2](=[CH:11][C:10]([C:12]([O:14][CH3:15])=[O:13])=[CH:9][CH:8]=2)[N:1]=1. The catalyst class is: 89. (3) Reactant: C(OC([N:8]1[CH2:13][CH2:12][N:11]([CH2:14][CH2:15][CH2:16][S:17][C:18]2[S:19][CH:20]=[CH:21][CH:22]=2)[CH2:10][CH2:9]1)=O)(C)(C)C. Product: [S:19]1[CH:20]=[CH:21][CH:22]=[C:18]1[S:17][CH2:16][CH2:15][CH2:14][N:11]1[CH2:12][CH2:13][NH:8][CH2:9][CH2:10]1. The catalyst class is: 67.